This data is from Catalyst prediction with 721,799 reactions and 888 catalyst types from USPTO. The task is: Predict which catalyst facilitates the given reaction. (1) Product: [Cl:1][C:2]1[C:11]2[N:10]([CH3:12])[O:9][C@H:8]3[NH:13][C@H:14]([C:16]([O:18][C@@H:19]4[C@:28]5([OH:29])[C@@H:23]([C@@H:24]([CH:31]([CH3:34])[CH2:32][O:33][C:41](=[O:43])[CH3:42])[CH2:25][CH2:26][C@H:27]5[CH3:30])[CH:22]=[C:21]([CH3:35])[C@H:20]4[O:36][C:37](=[O:39])[CH3:38])=[O:17])[CH2:15][C@@:7]3([OH:40])[C:6]=2[CH:5]=[CH:4][CH:3]=1. Reactant: [Cl:1][C:2]1[C:11]2[N:10]([CH3:12])[O:9][C@H:8]3[NH:13][C@H:14]([C:16]([O:18][C@@H:19]4[C@:28]5([OH:29])[C@@H:23]([C@H:24]([CH:31]([CH3:34])[CH2:32][OH:33])[CH2:25][CH2:26][C@H:27]5[CH3:30])[CH:22]=[C:21]([CH3:35])[C@H:20]4[O:36][C:37](=[O:39])[CH3:38])=[O:17])[CH2:15][C@@:7]3([OH:40])[C:6]=2[CH:5]=[CH:4][CH:3]=1.[C:41](OC(=O)C)(=[O:43])[CH3:42]. The catalyst class is: 112. (2) Reactant: Cl.Cl.[NH2:3][C@H:4]([C:6]1[N:7]([C:19]2[CH:24]=[CH:23][CH:22]=[CH:21][CH:20]=2)[C:8]2[C:14]([CH2:15][C:16]#[N:17])=[C:13]([F:18])[CH:12]=[CH:11][C:9]=2[N:10]=1)[CH3:5].[NH2:25][C:26]1[C:31]([C:32]#[N:33])=[C:30](Cl)[N:29]=[CH:28][N:27]=1.CCN(C(C)C)C(C)C. Product: [NH2:25][C:26]1[C:31]([C:32]#[N:33])=[C:30]([NH:3][C@H:4]([C:6]2[N:7]([C:19]3[CH:24]=[CH:23][CH:22]=[CH:21][CH:20]=3)[C:8]3[C:14]([CH2:15][C:16]#[N:17])=[C:13]([F:18])[CH:12]=[CH:11][C:9]=3[N:10]=2)[CH3:5])[N:29]=[CH:28][N:27]=1. The catalyst class is: 41. (3) Reactant: [CH:1]1([C:4]2[C:5]([CH2:17][O:18][C:19]3[CH:24]=[CH:23][C:22]([N:25]4[C:29]([CH3:30])=[C:28]([CH:31]=O)[C:27]([CH3:33])=[N:26]4)=[CH:21][C:20]=3[CH3:34])=[C:6]([N:10]3[C:14](=[O:15])[N:13]([CH3:16])[N:12]=[N:11]3)[CH:7]=[CH:8][CH:9]=2)[CH2:3][CH2:2]1.C(Cl)(Cl)Cl.Cl.[NH2:40][OH:41].N1C=CC=CC=1. Product: [CH:1]1([C:4]2[CH:9]=[CH:8][CH:7]=[C:6]([N:10]3[C:14](=[O:15])[N:13]([CH3:16])[N:12]=[N:11]3)[C:5]=2[CH2:17][O:18][C:19]2[CH:24]=[CH:23][C:22]([N:25]3[C:29]([CH3:30])=[C:28]([CH:31]=[N:40][OH:41])[C:27]([CH3:33])=[N:26]3)=[CH:21][C:20]=2[CH3:34])[CH2:2][CH2:3]1. The catalyst class is: 6. (4) Reactant: [BH4-].[Na+].[Br:3][C:4]1[CH:12]=[CH:11][C:10]([F:13])=[C:9]2[C:5]=1[CH2:6][CH2:7][C:8]2=[O:14]. Product: [Br:3][C:4]1[CH:12]=[CH:11][C:10]([F:13])=[C:9]2[C:5]=1[CH2:6][CH2:7][CH:8]2[OH:14]. The catalyst class is: 32. (5) The catalyst class is: 684. Reactant: C(OC(=O)[N:7]([CH2:27][C:28]1[CH:33]=[CH:32][CH:31]=[CH:30][CH:29]=1)[CH2:8][CH2:9][C:10]1[CH:15]=[CH:14][C:13]([S:16]([C:19]2[CH:24]=[CH:23][C:22]([O:25][CH3:26])=[CH:21][CH:20]=2)(=[O:18])=[O:17])=[CH:12][CH:11]=1)(C)(C)C.Cl. Product: [CH2:27]([NH:7][CH2:8][CH2:9][C:10]1[CH:15]=[CH:14][C:13]([S:16]([C:19]2[CH:24]=[CH:23][C:22]([O:25][CH3:26])=[CH:21][CH:20]=2)(=[O:18])=[O:17])=[CH:12][CH:11]=1)[C:28]1[CH:33]=[CH:32][CH:31]=[CH:30][CH:29]=1.